Task: Predict the reaction yield, written as a fraction of the theoretical maximum amount of product (1.0 means a 100% yield; for example, 0.34 means a 34% yield).. Dataset: Reaction yield outcomes from USPTO patents with 853,638 reactions (1) The reactants are [Cl:1][C:2]1[CH:7]=[C:6]([S:8][CH:9]2[CH2:13][CH2:12][CH2:11][CH2:10]2)[N+:5]([O-])=[C:4]2[CH2:15][CH2:16][CH2:17][C:3]=12. The catalyst is C(Cl)Cl. The product is [Cl:1][C:2]1[CH:7]=[C:6]([S:8][CH:9]2[CH2:13][CH2:12][CH2:11][CH2:10]2)[N:5]=[C:4]2[CH2:15][CH2:16][CH2:17][C:3]=12. The yield is 0.910. (2) The reactants are FC(F)(F)S(O[CH2:7][C:8]([F:29])([F:28])[CH2:9][O:10][Si:11]([C:24]([CH3:27])([CH3:26])[CH3:25])([C:18]1[CH:23]=[CH:22][CH:21]=[CH:20][CH:19]=1)[C:12]1[CH:17]=[CH:16][CH:15]=[CH:14][CH:13]=1)(=O)=O.CCN(C(C)C)C(C)C.[NH:41]1[C:49]2[C:44](=[CH:45][CH:46]=[CH:47][CH:48]=2)[C:43]([CH2:50][C@H:51]([NH2:53])[CH3:52])=[CH:42]1. The catalyst is O1CCOCC1.O. The product is [NH:41]1[C:49]2[C:44](=[CH:45][CH:46]=[CH:47][CH:48]=2)[C:43]([CH2:50][C@H:51]([NH:53][CH2:7][C:8]([F:28])([F:29])[CH2:9][O:10][Si:11]([C:24]([CH3:25])([CH3:27])[CH3:26])([C:12]2[CH:17]=[CH:16][CH:15]=[CH:14][CH:13]=2)[C:18]2[CH:19]=[CH:20][CH:21]=[CH:22][CH:23]=2)[CH3:52])=[CH:42]1. The yield is 0.870. (3) The reactants are [I:1][C:2]1[CH:14]=[N:13][C:5]2[NH:6][C:7]([CH3:12])([CH3:11])[C:8](=[O:10])[NH:9][C:4]=2[CH:3]=1.[F:15][C:16]1[CH:23]=[CH:22][C:21]([F:24])=[CH:20][C:17]=1[CH2:18]Br. No catalyst specified. The product is [F:15][C:16]1[CH:23]=[CH:22][C:21]([F:24])=[CH:20][C:17]=1[CH2:18][N:9]1[C:8](=[O:10])[C:7]([CH3:11])([CH3:12])[NH:6][C:5]2[N:13]=[CH:14][C:2]([I:1])=[CH:3][C:4]1=2. The yield is 0.980.